From a dataset of Catalyst prediction with 721,799 reactions and 888 catalyst types from USPTO. Predict which catalyst facilitates the given reaction. (1) Reactant: [CH2:1]([O:8][CH2:9][CH2:10][CH2:11][CH2:12][CH2:13][OH:14])[C:2]1[CH:7]=[CH:6][CH:5]=[CH:4][CH:3]=1.[H-].[Na+].Br[CH2:18][CH:19]=[CH2:20]. Product: [CH2:20]([O:14][CH2:13][CH2:12][CH2:11][CH2:10][CH2:9][O:8][CH2:1][C:2]1[CH:7]=[CH:6][CH:5]=[CH:4][CH:3]=1)[CH:19]=[CH2:18]. The catalyst class is: 9. (2) Reactant: [Cl:1][C:2]1[CH:7]=[C:6]([F:8])[CH:5]=[CH:4][C:3]=1[C@@H:9]([NH:23][S:24]([C:26]([CH3:29])([CH3:28])[CH3:27])=[O:25])[C:10]1[S:14][C:13]([NH:15]C(=O)OC(C)(C)C)=[N:12][CH:11]=1.C(O)(C(F)(F)F)=O. Product: [NH2:15][C:13]1[S:14][C:10]([C@H:9]([C:3]2[CH:4]=[CH:5][C:6]([F:8])=[CH:7][C:2]=2[Cl:1])[NH:23][S@@:24]([C:26]([CH3:29])([CH3:28])[CH3:27])=[O:25])=[CH:11][N:12]=1. The catalyst class is: 2. (3) Reactant: [Br:1][C:2]1[N:3]=[CH:4][C:5]([NH2:8])=[N:6][CH:7]=1.N1C=CC=CC=1.[C:15](Cl)(=[O:17])[CH3:16]. Product: [Br:1][C:2]1[N:3]=[CH:4][C:5]([NH:8][C:15](=[O:17])[CH3:16])=[N:6][CH:7]=1. The catalyst class is: 4. (4) Product: [Cl:3][C:4]1[CH:13]=[C:12]2[C:7]([CH:8]=[C:9]([C:14]([OH:18])=[O:15])[N:10]=[CH:11]2)=[CH:6][CH:5]=1. The catalyst class is: 716. Reactant: [OH-].[Na+].[Cl:3][C:4]1[CH:13]=[C:12]2[C:7]([CH:8]=[C:9]([CH:14]=[O:15])[N:10]=[CH:11]2)=[CH:6][CH:5]=1.CC[OH:18].Cl. (5) Reactant: [H-].[H-].[H-].[H-].[Li+].[Al+3].[CH3:7][C:8]1[S:9][C:10]2[CH:16]=[C:15]([C:17](OCC)=[O:18])[CH:14]=[CH:13][C:11]=2[N:12]=1.O.[OH-].[Na+]. Product: [CH3:7][C:8]1[S:9][C:10]2[CH:16]=[C:15]([CH2:17][OH:18])[CH:14]=[CH:13][C:11]=2[N:12]=1. The catalyst class is: 1. (6) Reactant: [OH:1][C:2]([C:5]1[NH:9][N:8]=[C:7]([C:10]([OH:12])=O)[CH:6]=1)([CH3:4])[CH3:3].[NH2:13][C@@H:14]([CH3:31])[CH2:15][N:16]1[CH:20]=[CH:19][C:18]([C:21]2[CH:28]=[C:27]([F:29])[C:24]([C:25]#[N:26])=[C:23]([Cl:30])[CH:22]=2)=[N:17]1.C1C=CC2N(O)N=NC=2C=1.CN(C=O)C. Product: [Cl:30][C:23]1[CH:22]=[C:21]([C:18]2[CH:19]=[CH:20][N:16]([CH2:15][C@@H:14]([NH:13][C:10]([C:7]3[CH:6]=[C:5]([C:2]([OH:1])([CH3:3])[CH3:4])[NH:9][N:8]=3)=[O:12])[CH3:31])[N:17]=2)[CH:28]=[C:27]([F:29])[C:24]=1[C:25]#[N:26]. The catalyst class is: 6.